From a dataset of Catalyst prediction with 721,799 reactions and 888 catalyst types from USPTO. Predict which catalyst facilitates the given reaction. (1) Reactant: [N:1]1[CH:6]=[C:5]([C:7]([OH:9])=[O:8])[CH:4]=C(C(O)=O)[CH:2]=1.OS(O)(=O)=O.[C:18]([O:21][CH2:22]C)(=[O:20])[CH3:19].[CH3:24]CCCCC. Product: [CH3:24][O:9][C:7]([C:5]1[CH:6]=[N:1][CH:2]=[C:19]([C:18]([O:21][CH3:22])=[O:20])[CH:4]=1)=[O:8]. The catalyst class is: 5. (2) Reactant: [CH3:1][C:2]([C:5]1[C:10]([C:11]2[CH:16]=[C:15]([O:17][CH3:18])[CH:14]=[CH:13][C:12]=2[F:19])=[CH:9][C:8]([CH2:20][O:21][C:22]2[CH:27]=[CH:26][C:25]([C@@H:28]([CH:35]=[CH2:36])[CH2:29][C:30]([O:32]CC)=[O:31])=[CH:24][CH:23]=2)=[CH:7][CH:6]=1)([CH3:4])[CH3:3].[Li+].[OH-]. Product: [CH3:4][C:2]([C:5]1[C:10]([C:11]2[CH:16]=[C:15]([O:17][CH3:18])[CH:14]=[CH:13][C:12]=2[F:19])=[CH:9][C:8]([CH2:20][O:21][C:22]2[CH:23]=[CH:24][C:25]([C@@H:28]([CH:35]=[CH2:36])[CH2:29][C:30]([OH:32])=[O:31])=[CH:26][CH:27]=2)=[CH:7][CH:6]=1)([CH3:1])[CH3:3]. The catalyst class is: 36. (3) Reactant: [CH3:1][C:2]1[CH:10]=[CH:9][C:8]([CH3:11])=[C:7]2[C:3]=1[CH2:4][CH2:5][C:6]2=O.[H-].[H-].[H-].[H-].[Li+].[Al+3].Cl.CC1C=CC(C)=C2C=1CCC2O.C1(C)C=CC(S(O)(=O)=O)=CC=1.C([O-])(O)=O.[Na+].[O-]S([O-])(=O)=O.[Na+].[Na+]. Product: [CH3:1][C:2]1[CH:10]=[CH:9][C:8]([CH3:11])=[C:7]2[C:3]=1[CH:4]=[CH:5][CH2:6]2. The catalyst class is: 385. (4) Reactant: Cl.[CH2:2]([NH2:12])[C:3]1[CH:11]=[CH:10][C:8]([OH:9])=[C:5]([O:6][CH3:7])[CH:4]=1.[CH2:13]([NH:21][C:22](N1C=CN=C1)=[O:23])[CH2:14][CH2:15][CH2:16][CH2:17][CH2:18][CH2:19][CH3:20].C(N(CC)CC)C. Product: [CH2:13]([NH:21][C:22]([NH:12][CH2:2][C:3]1[CH:11]=[CH:10][C:8]([OH:9])=[C:5]([O:6][CH3:7])[CH:4]=1)=[O:23])[CH2:14][CH2:15][CH2:16][CH2:17][CH2:18][CH2:19][CH3:20]. The catalyst class is: 3. (5) Reactant: [NH2:1][C:2]1[CH:7]=[CH:6][C:5]([S:8][C:9]2[C:18]3[C:13](=[CH:14][CH:15]=[CH:16][CH:17]=3)[NH:12]/[C:11](=[C:19]3/[C:20]([CH2:25][CH2:26][CH3:27])=[N:21][NH:22][C:23]/3=[O:24])/[CH:10]=2)=[CH:4][CH:3]=1.[CH2:28]([N:30]([CH2:36][CH3:37])[CH2:31][CH2:32][C:33](Cl)=[O:34])[CH3:29]. Product: [CH2:28]([N:30]([CH2:36][CH3:37])[CH2:31][CH2:32][C:33]([NH:1][C:2]1[CH:3]=[CH:4][C:5]([S:8][C:9]2[C:18]3[C:13](=[CH:14][CH:15]=[CH:16][CH:17]=3)[NH:12]/[C:11](=[C:19]3/[C:20]([CH2:25][CH2:26][CH3:27])=[N:21][NH:22][C:23]/3=[O:24])/[CH:10]=2)=[CH:6][CH:7]=1)=[O:34])[CH3:29]. The catalyst class is: 1. (6) Reactant: [CH2:1]([O:3][C:4](/[CH:6]=[CH:7]/[C:8]1[C:17]([O:18][CH3:19])=[C:16]2[C:11]([CH:12]=[N:13][C:14]([N:20]([CH2:23][CH3:24])[CH2:21][CH3:22])=[N:15]2)=[C:10]([C:25]2[CH:26]=[N:27][CH:28]=[C:29]([Cl:31])[CH:30]=2)[CH:9]=1)=[O:5])[CH3:2].[BH4-].[Na+].O. Product: [CH2:1]([O:3][C:4]([CH2:6][CH2:7][C:8]1[C:17]([O:18][CH3:19])=[C:16]2[C:11]([CH:12]=[N:13][C:14]([N:20]([CH2:21][CH3:22])[CH2:23][CH3:24])=[N:15]2)=[C:10]([C:25]2[CH:26]=[N:27][CH:28]=[C:29]([Cl:31])[CH:30]=2)[CH:9]=1)=[O:5])[CH3:2]. The catalyst class is: 353. (7) Reactant: Br[C:2]1[CH:7]=[CH:6][CH:5]=[C:4]([F:8])[C:3]=1[F:9].C1C=CC(P(C2C(C3C(P(C4C=CC=CC=4)C4C=CC=CC=4)=CC=C4C=3C=CC=C4)=C3C(C=CC=C3)=CC=2)C2C=CC=CC=2)=CC=1.CC(C)([O-])C.[Na+].[C:62]([N:69]1[CH2:74][CH2:73][NH:72][CH2:71][CH2:70]1)([O:64][C:65]([CH3:68])([CH3:67])[CH3:66])=[O:63]. Product: [F:9][C:3]1[C:4]([F:8])=[CH:5][CH:6]=[CH:7][C:2]=1[N:72]1[CH2:71][CH2:70][N:69]([C:62]([O:64][C:65]([CH3:68])([CH3:67])[CH3:66])=[O:63])[CH2:74][CH2:73]1. The catalyst class is: 11. (8) Product: [OH:13][CH2:14][CH2:15][NH:16][C:17](=[O:20])[CH:18]=[CH2:19].[CH2:21]([S:24]([O-:27])(=[O:26])=[O:25])[CH:22]=[CH2:23].[Na+:28]. Reactant: S(OOS([O-])(=O)=O)([O-])(=O)=O.[NH4+].[NH4+].[OH:13][CH2:14][CH2:15][NH:16][C:17](=[O:20])[CH:18]=[CH2:19].[CH2:21]([S:24]([O-:27])(=[O:26])=[O:25])[CH:22]=[CH2:23].[Na+:28]. The catalyst class is: 6. (9) Reactant: ClC(OC(Cl)C)=O.C([N:15]1[CH2:20][CH2:19][CH:18]([NH:21][C:22](=[O:32])[CH2:23][S:24][C:25]2[CH:30]=[CH:29][CH:28]=[C:27]([Cl:31])[CH:26]=2)[CH2:17][CH2:16]1)C1C=CC=CC=1. Product: [Cl:31][C:27]1[CH:26]=[C:25]([S:24][CH2:23][C:22]([NH:21][CH:18]2[CH2:19][CH2:20][NH:15][CH2:16][CH2:17]2)=[O:32])[CH:30]=[CH:29][CH:28]=1. The catalyst class is: 68. (10) Reactant: C(OC([NH:8][C:9](=[NH:40])[C:10]1[S:14][C:13]([S:15][CH3:16])=[C:12]([S:17]([C:20]2[CH:21]=[C:22]([C:26]3[C:31]([CH3:32])=[CH:30][CH:29]=[CH:28][C:27]=3[CH2:33][O:34][CH2:35][CH2:36][C:37]([OH:39])=[O:38])[CH:23]=[CH:24][CH:25]=2)(=[O:19])=[O:18])[CH:11]=1)=O)(C)(C)C. Product: [C:9]([C:10]1[S:14][C:13]([S:15][CH3:16])=[C:12]([S:17]([C:20]2[CH:21]=[C:22]([C:26]3[C:31]([CH3:32])=[CH:30][CH:29]=[CH:28][C:27]=3[CH2:33][O:34][CH2:35][CH2:36][C:37]([OH:39])=[O:38])[CH:23]=[CH:24][CH:25]=2)(=[O:19])=[O:18])[CH:11]=1)(=[NH:8])[NH2:40]. The catalyst class is: 137.